Dataset: Forward reaction prediction with 1.9M reactions from USPTO patents (1976-2016). Task: Predict the product of the given reaction. (1) The product is: [C:25]([O:24][C:22]([N:20]1[CH2:21][C@H:17]([C:8]2[CH:9]=[CH:10][CH:11]=[C:12]([C:13]([F:15])([F:16])[F:14])[C:7]=2[C:5]([O:4][CH:1]([CH3:2])[CH3:3])=[O:6])[C@H:18]([C:29]([OH:31])=[O:30])[CH2:19]1)=[O:23])([CH3:26])([CH3:28])[CH3:27]. Given the reactants [CH:1]([O:4][C:5]([C:7]1[C:12]([C:13]([F:16])([F:15])[F:14])=[CH:11][CH:10]=[CH:9][C:8]=1[C@H:17]1[CH2:21][N:20]([C:22]([O:24][C:25]([CH3:28])([CH3:27])[CH3:26])=[O:23])[CH2:19][C@H:18]1[C:29]([O:31]C)=[O:30])=[O:6])([CH3:3])[CH3:2].[OH-].[Li+], predict the reaction product. (2) The product is: [Cl:15][C:12]1[CH:11]=[CH:10][C:9]2[N:8]([CH2:16][C:17]([C:20]3[CH:25]=[CH:24][N:23]=[CH:22][CH:21]=3)([OH:19])[CH3:18])[C:7]3[CH2:26][CH2:27][NH:4][CH2:5][C:6]=3[C:14]=2[CH:13]=1. Given the reactants C([N:4]1[CH2:27][CH2:26][C:7]2[N:8]([CH2:16][C:17]([C:20]3[CH:25]=[CH:24][N:23]=[CH:22][CH:21]=3)([OH:19])[CH3:18])[C:9]3[CH:10]=[CH:11][C:12]([Cl:15])=[CH:13][C:14]=3[C:6]=2[CH2:5]1)C=C.CN1C(=O)CC(=O)N(C)C1=O, predict the reaction product. (3) Given the reactants [NH2:1][C:2]1[CH:7]=[CH:6][C:5]([N+:8]([O-:10])=[O:9])=[CH:4][N:3]=1.Br[CH2:12][CH2:13][CH2:14][CH2:15][C:16](Cl)=[O:17].C(N(CC)CC)C.CC(C)([O-])C.[K+], predict the reaction product. The product is: [N+:8]([C:5]1[CH:6]=[CH:7][C:2]([N:1]2[CH2:12][CH2:13][CH2:14][CH2:15][C:16]2=[O:17])=[N:3][CH:4]=1)([O-:10])=[O:9]. (4) Given the reactants Br[C:2]1[C:3]([F:19])=[CH:4][C:5]2[O:11][CH2:10][CH2:9][N:8]3[CH:12]=[C:13]([C:15]([NH2:17])=[O:16])[N:14]=[C:7]3[C:6]=2[CH:18]=1.[OH:20][C:21]([CH3:28])([C:26]#[CH:27])[C:22]([O:24][CH3:25])=[O:23], predict the reaction product. The product is: [C:15]([C:13]1[N:14]=[C:7]2[C:6]3[CH:18]=[C:2]([C:27]#[C:26][C:21]([OH:20])([CH3:28])[C:22]([O:24][CH3:25])=[O:23])[C:3]([F:19])=[CH:4][C:5]=3[O:11][CH2:10][CH2:9][N:8]2[CH:12]=1)(=[O:16])[NH2:17].